Dataset: Catalyst prediction with 721,799 reactions and 888 catalyst types from USPTO. Task: Predict which catalyst facilitates the given reaction. (1) Reactant: Cl.[NH:2]1[CH2:7][CH2:6][CH:5]([CH2:8][CH2:9][N:10]2[CH2:20][C:19]3[N:21]4[C:12](=[CH:13][N:14]=[C:15]4[CH:16]=[CH:17][CH:18]=3)[C:11]2=[O:22])[CH2:4][CH2:3]1.C1CCN2C(=NCCC2)CC1.C(N(CC)CC)C.[F:41][C:42]([F:55])([F:54])[S:43](O[S:43]([C:42]([F:55])([F:54])[F:41])(=[O:45])=[O:44])(=[O:45])=[O:44]. Product: [F:41][C:42]([F:55])([F:54])[S:43]([N:2]1[CH2:7][CH2:6][CH:5]([CH2:8][CH2:9][N:10]2[CH2:20][C:19]3[N:21]4[C:12](=[CH:13][N:14]=[C:15]4[CH:16]=[CH:17][CH:18]=3)[C:11]2=[O:22])[CH2:4][CH2:3]1)(=[O:45])=[O:44]. The catalyst class is: 10. (2) Reactant: C(OC([NH:8][CH2:9][CH2:10][S:11][C:12]1[CH:21]=[CH:20][C:15]([C:16]([O:18][CH3:19])=[O:17])=[CH:14][CH:13]=1)=O)(C)(C)C.[ClH:22].O1CCOCC1.CCOCC. Product: [ClH:22].[NH2:8][CH2:9][CH2:10][S:11][C:12]1[CH:21]=[CH:20][C:15]([C:16]([O:18][CH3:19])=[O:17])=[CH:14][CH:13]=1. The catalyst class is: 4.